From a dataset of Forward reaction prediction with 1.9M reactions from USPTO patents (1976-2016). Predict the product of the given reaction. (1) Given the reactants [CH3:1][O:2][C:3]([C:5]1[N:17]([CH2:18][C:19]2[CH:24]=[CH:23][C:22]([F:25])=[CH:21][CH:20]=2)[C:8]2=[N:9][CH:10]=[C:11]([S:13]([CH3:16])(=[O:15])=[O:14])[CH:12]=[C:7]2[CH:6]=1)=O.O.[NH2:27][NH2:28], predict the reaction product. The product is: [F:25][C:22]1[CH:21]=[CH:20][C:19]([CH2:18][N:17]2[C:8]3=[N:9][CH:10]=[C:11]([S:13]([CH3:16])(=[O:14])=[O:15])[CH:12]=[C:7]3[CH:6]=[C:5]2[C:3]2[O:2][CH:1]=[N:27][N:28]=2)=[CH:24][CH:23]=1. (2) Given the reactants [CH2:1]([N:3]1[C:12]2[C:7](=[CH:8][CH:9]=[C:10]([F:13])[CH:11]=2)[N:6]([S:14]([C:17]2[CH:22]=[CH:21][C:20]([O:23]C)=[CH:19][CH:18]=2)(=[O:16])=[O:15])[C@@H:5]([CH2:25][CH3:26])[C:4]1=[O:27])[CH3:2].C([C@@H]1N(S(C2C=CC(O)=CC=2)(=O)=O)C2C(=CC(F)=CC=2)N(C)C1=O)C, predict the reaction product. The product is: [CH2:1]([N:3]1[C:12]2[C:7](=[CH:8][CH:9]=[C:10]([F:13])[CH:11]=2)[N:6]([S:14]([C:17]2[CH:22]=[CH:21][C:20]([OH:23])=[CH:19][CH:18]=2)(=[O:16])=[O:15])[C@@H:5]([CH2:25][CH3:26])[C:4]1=[O:27])[CH3:2]. (3) Given the reactants Cl[C:2]1[N:7]=[CH:6][C:5]([C:8]([OH:17])([C:13]([F:16])([F:15])[F:14])[C:9]([F:12])([F:11])[F:10])=[CH:4][N:3]=1.[Cl:18][C:19]1[N:24]=[CH:23][C:22]([S:25]([N:28]2[CH2:33][CH2:32][NH:31][CH:30]([C:34]#[C:35][CH3:36])[CH2:29]2)(=[O:27])=[O:26])=[CH:21][CH:20]=1.CCN(C(C)C)C(C)C, predict the reaction product. The product is: [Cl:18][C:19]1[N:24]=[CH:23][C:22]([S:25]([N:28]2[CH2:33][CH2:32][N:31]([C:2]3[N:3]=[CH:4][C:5]([C:8]([OH:17])([C:13]([F:16])([F:15])[F:14])[C:9]([F:10])([F:11])[F:12])=[CH:6][N:7]=3)[CH:30]([C:34]#[C:35][CH3:36])[CH2:29]2)(=[O:27])=[O:26])=[CH:21][CH:20]=1. (4) Given the reactants C([O:3][C:4](=O)[CH2:5][O:6][C:7]1[CH:12]=[C:11]([CH:13]=[O:14])[CH:10]=[CH:9][C:8]=1[N+:15]([O-])=O)C, predict the reaction product. The product is: [OH:14][CH2:13][C:11]1[CH:10]=[CH:9][C:8]2[NH:15][C:4](=[O:3])[CH2:5][O:6][C:7]=2[CH:12]=1.